Dataset: M1 muscarinic receptor antagonist screen with 61,756 compounds. Task: Binary Classification. Given a drug SMILES string, predict its activity (active/inactive) in a high-throughput screening assay against a specified biological target. (1) The compound is O=C1C2(CN(CC1(CN(C2)C(=O)c1ccc(OC)cc1)CC)C(=O)c1ccc(OC)cc1)CC. The result is 0 (inactive). (2) The compound is S(CC(=O)N1CCCC1)c1nc(c(c(c1C#N)c1c(OC)cccc1)C(=O)N)C. The result is 0 (inactive). (3) The drug is O(C(=O)c1c(n(nc1)c1ccccc1)NC(=O)c1ccccc1)CC. The result is 0 (inactive). (4) The drug is o1c(NCCc2ccccc2)c(nc1c1ccc(OC)cc1)C#N. The result is 0 (inactive). (5) The drug is N1(CCN(CC1)c1c(cccc1)C)c1n2nc3nc(cc(c3c2nc(c1)C)C)C. The result is 0 (inactive). (6) The drug is O1CCN(CC1)c1nc(NCc2occc2)nc(n1)Nc1cc(ccc1)C. The result is 0 (inactive). (7) The compound is O=C(NC(C(C)C)C(=O)NCCN1CCC(CC1)C)C1CCC(CC1)C. The result is 0 (inactive). (8) The drug is S(c1n(c(nn1)CNC(=O)c1c(OC)cc(OC)cc1)C)CC(OCC)=O. The result is 0 (inactive). (9) The drug is Fc1ccc(COn2c(n3nc(cc3C)C)nc3c(c2=O)cccc3)cc1. The result is 0 (inactive).